Dataset: Reaction yield outcomes from USPTO patents with 853,638 reactions. Task: Predict the reaction yield, written as a fraction of the theoretical maximum amount of product (1.0 means a 100% yield; for example, 0.34 means a 34% yield). (1) The reactants are [OH:1][C:2]1([CH3:37])[CH2:7][CH2:6][N:5]([C:8]2[N:13]=[C:12]([NH:14][C:15]3[N:20]=[CH:19][C:18]4[C:21]([N:27]5[CH2:30][CH:29]([C:31]([CH3:36])([CH3:35])[C:32]([O-:34])=O)[CH2:28]5)=[N:22][N:23]([CH:24]([CH3:26])[CH3:25])[C:17]=4[CH:16]=3)[CH:11]=[CH:10][N:9]=2)[CH2:4][CH2:3]1.C[O-].[Na+].C([NH2:43])=O. The catalyst is CN(C)C=O. The product is [OH:1][C:2]1([CH3:37])[CH2:7][CH2:6][N:5]([C:8]2[N:13]=[C:12]([NH:14][C:15]3[N:20]=[CH:19][C:18]4[C:21]([N:27]5[CH2:28][CH:29]([C:31]([CH3:36])([CH3:35])[C:32]([NH2:43])=[O:34])[CH2:30]5)=[N:22][N:23]([CH:24]([CH3:25])[CH3:26])[C:17]=4[CH:16]=3)[CH:11]=[CH:10][N:9]=2)[CH2:4][CH2:3]1. The yield is 0.400. (2) The reactants are C([O:4][C:5]1[C:6]([CH3:23])=[C:7]([CH3:22])[C:8]2[O:12][C:11]([CH3:13])=[C:10]([C:14]3[CH:19]=[CH:18][CH:17]=[CH:16][CH:15]=3)[C:9]=2[C:20]=1[CH3:21])(=O)C.[OH-].[Na+]. The catalyst is O1CCCC1.CO. The product is [CH3:13][C:11]1[O:12][C:8]2[C:7]([CH3:22])=[C:6]([CH3:23])[C:5]([OH:4])=[C:20]([CH3:21])[C:9]=2[C:10]=1[C:14]1[CH:15]=[CH:16][CH:17]=[CH:18][CH:19]=1. The yield is 0.870. (3) The reactants are [N:1]1([C:7]2[N:12]=[C:11]([N:13]3[CH:18]4[CH2:19][CH2:20][CH:14]3[CH2:15][O:16][CH2:17]4)[N:10]=[C:9]([C:21]3[CH:27]=[CH:26][C:24]([NH2:25])=[CH:23][CH:22]=3)[N:8]=2)[CH2:6][CH2:5][O:4][CH2:3][CH2:2]1.Cl[C:29](Cl)([O:31]C(=O)OC(Cl)(Cl)Cl)Cl.[CH3:40][CH2:41][N:42]([CH2:45][CH2:46][O:47][C:48]([C:50]1[CH:51]=[CH:52][C:53]([NH2:56])=[CH:54][CH:55]=1)=[O:49])[CH2:43][CH3:44].Cl. No catalyst specified. The product is [N:1]1([C:7]2[N:12]=[C:11]([N:13]3[CH:14]4[CH2:20][CH2:19][CH:18]3[CH2:17][O:16][CH2:15]4)[N:10]=[C:9]([C:21]3[CH:27]=[CH:26][C:24]([NH:25][C:29]([NH:56][C:53]4[CH:54]=[CH:55][C:50]([C:48]([O:47][CH2:46][CH2:45][N:42]([CH2:41][CH3:40])[CH2:43][CH3:44])=[O:49])=[CH:51][CH:52]=4)=[O:31])=[CH:23][CH:22]=3)[N:8]=2)[CH2:2][CH2:3][O:4][CH2:5][CH2:6]1. The yield is 0.330. (4) The catalyst is CO.[Pd]. The yield is 0.910. The reactants are [CH2:1]([NH:3][C:4]1[C:9]2[C:10]([C:22]3[CH:27]=[CH:26][N:25]=[CH:24][N:23]=3)=[N:11][N:12](CC3C=CC(OC)=CC=3)[C:8]=2[CH:7]=[CH:6][N:5]=1)[CH3:2].ClC1N=CN=C(C2C3C(NC(C)C)=NC=CC=3N(C(C3C=CC=CC=3)(C3C=CC=CC=3)C3C=CC=CC=3)N=2)C=1.[NH4+].[OH-]. The product is [CH2:1]([NH:3][C:4]1[C:9]2[C:10]([C:22]3[CH:27]=[CH:26][N:25]=[CH:24][N:23]=3)=[N:11][NH:12][C:8]=2[CH:7]=[CH:6][N:5]=1)[CH3:2].